Dataset: Full USPTO retrosynthesis dataset with 1.9M reactions from patents (1976-2016). Task: Predict the reactants needed to synthesize the given product. (1) Given the product [C:35]1([NH:34][C:28](=[O:30])[C@H:27]([CH:31]([CH3:33])[CH3:32])[CH2:26][C@H:25]([OH:29])[C@@H:4]([N:1]=[N+:2]=[N-:3])[CH2:5][C@H:6]([CH2:10][C:11]2[CH:16]=[CH:15][C:14]([O:17][CH3:18])=[C:13]([O:19][CH2:20][CH2:21][CH2:22][O:23][CH3:24])[CH:12]=2)[CH:7]([CH3:9])[CH3:8])[CH:40]=[CH:39][CH:38]=[CH:37][CH:36]=1, predict the reactants needed to synthesize it. The reactants are: [N:1]([C@H:4]([C@H:25]1[O:29][C:28](=[O:30])[C@H:27]([CH:31]([CH3:33])[CH3:32])[CH2:26]1)[CH2:5][C@H:6]([CH2:10][C:11]1[CH:16]=[CH:15][C:14]([O:17][CH3:18])=[C:13]([O:19][CH2:20][CH2:21][CH2:22][O:23][CH3:24])[CH:12]=1)[CH:7]([CH3:9])[CH3:8])=[N+:2]=[N-:3].[NH2:34][C:35]1[CH:40]=[CH:39][CH:38]=[CH:37][CH:36]=1. (2) Given the product [N:25]1[CH:30]=[CH:29][CH:28]=[C:27]([C:31]2[CH2:32][CH:33]([C:38]([OH:40])=[O:39])[C:34](=[O:37])[NH:35][N:36]=2)[CH:26]=1, predict the reactants needed to synthesize it. The reactants are: C(OC1C=CC(C2CC(C(O)=O)C(=O)NN=2)=CC=1)C1C=CC=CC=1.[N:25]1[CH:30]=[CH:29][CH:28]=[C:27]([C:31]2[CH:32]=[C:33]([C:38]([O:40]CC)=[O:39])[C:34](=[O:37])[NH:35][N:36]=2)[CH:26]=1.[OH-].[Na+].Cl. (3) The reactants are: [Cl:1][C:2]1[N:3]=[C:4]([NH:9][CH2:10][C:11]2[CH:16]=[CH:15][N:14]=[CH:13][CH:12]=2)[S:5][C:6]=1[CH:7]=[O:8].[C:17]([O:21][C:22](O[C:22]([O:21][C:17]([CH3:20])([CH3:19])[CH3:18])=[O:23])=[O:23])([CH3:20])([CH3:19])[CH3:18].C(N(CC)CC)C. Given the product [C:17]([O:21][C:22](=[O:23])[N:9]([C:4]1[S:5][C:6]([CH:7]=[O:8])=[C:2]([Cl:1])[N:3]=1)[CH2:10][C:11]1[CH:16]=[CH:15][N:14]=[CH:13][CH:12]=1)([CH3:20])([CH3:19])[CH3:18], predict the reactants needed to synthesize it. (4) Given the product [CH2:1]([C:4]1[C:12]([N:13]([CH2:20][CH3:21])[CH:14]2[CH2:19][CH2:18][O:17][CH2:16][CH2:15]2)=[CH:11][CH:10]=[CH:9][C:5]=1[C:6]([NH:36][CH2:37][C:38]1[C:39]([O:51][CH3:52])=[N:40][C:41]([CH3:50])=[CH:42][C:43]=1[CH2:44][N:45]([CH2:46][CH:47]=[CH2:48])[CH3:49])=[O:8])[CH:2]=[CH2:3], predict the reactants needed to synthesize it. The reactants are: [CH2:1]([C:4]1[C:12]([N:13]([CH2:20][CH3:21])[CH:14]2[CH2:19][CH2:18][O:17][CH2:16][CH2:15]2)=[CH:11][CH:10]=[CH:9][C:5]=1[C:6]([OH:8])=O)[CH:2]=[CH2:3].C1C=NC2N(O)N=NC=2C=1.C(Cl)CCl.[NH2:36][CH2:37][C:38]1[C:39]([O:51][CH3:52])=[N:40][C:41]([CH3:50])=[CH:42][C:43]=1[CH2:44][N:45]([CH3:49])[CH2:46][CH:47]=[CH2:48].CN1CCOCC1. (5) Given the product [C:11]([O:10][C:9]([N:8]([C:6]1[CH:5]=[CH:4][N:3]=[C:2]([Cl:1])[CH:7]=1)[CH2:17][C:18]([O:20][CH2:21][CH3:22])=[O:19])=[O:15])([CH3:12])([CH3:14])[CH3:13], predict the reactants needed to synthesize it. The reactants are: [Cl:1][C:2]1[CH:7]=[C:6]([NH:8][C:9](=[O:15])[O:10][C:11]([CH3:14])([CH3:13])[CH3:12])[CH:5]=[CH:4][N:3]=1.Br[CH2:17][C:18]([O:20][CH2:21][CH3:22])=[O:19].C(=O)([O-])[O-].[K+].[K+]. (6) Given the product [Cl:1][C:2]1[CH:7]=[CH:6][CH:5]=[CH:4][C:3]=1[S:8]([N:11]1[CH2:12][CH2:13][C:14]2([C:18](=[O:19])[N:17]([C:20]3[CH:25]=[CH:24][C:23]([CH2:26][C:27]4[N:28]=[C:33]([CH3:34])[O:30][N:29]=4)=[CH:22][CH:21]=3)[CH2:16][CH2:15]2)[CH2:31][CH2:32]1)(=[O:10])=[O:9], predict the reactants needed to synthesize it. The reactants are: [Cl:1][C:2]1[CH:7]=[CH:6][CH:5]=[CH:4][C:3]=1[S:8]([N:11]1[CH2:32][CH2:31][C:14]2([C:18](=[O:19])[N:17]([C:20]3[CH:25]=[CH:24][C:23]([CH2:26][C:27]([NH:29][OH:30])=[NH:28])=[CH:22][CH:21]=3)[CH2:16][CH2:15]2)[CH2:13][CH2:12]1)(=[O:10])=[O:9].[C:33](OC(=O)C)(=O)[CH3:34]. (7) Given the product [CH2:10]([O:12][C:13]1[CH:14]=[C:15]([CH:24]=[CH:25][C:26]=1[O:27][CH3:28])[CH2:16][N:17]1[CH2:18][CH2:19][CH:20]([NH:23][C:2]2[CH:7]=[C:6]([CH3:8])[N:5]=[C:4]([NH2:9])[N:3]=2)[CH2:21][CH2:22]1)[CH3:11], predict the reactants needed to synthesize it. The reactants are: Cl[C:2]1[CH:7]=[C:6]([CH3:8])[N:5]=[C:4]([NH2:9])[N:3]=1.[CH2:10]([O:12][C:13]1[CH:14]=[C:15]([CH:24]=[CH:25][C:26]=1[O:27][CH3:28])[CH2:16][N:17]1[CH2:22][CH2:21][CH:20]([NH2:23])[CH2:19][CH2:18]1)[CH3:11]. (8) Given the product [NH2:21][C:22]1[CH:27]=[CH:26][C:25]([O:28][C:2]2[C:11]3[C:6](=[CH:7][C:8]([O:16][CH2:17][CH2:18][O:19][CH3:20])=[C:9]([C:12]([O:14][CH3:15])=[O:13])[CH:10]=3)[N:5]=[CH:4][CH:3]=2)=[CH:24][C:23]=1[Cl:29], predict the reactants needed to synthesize it. The reactants are: Cl[C:2]1[C:11]2[C:6](=[CH:7][C:8]([O:16][CH2:17][CH2:18][O:19][CH3:20])=[C:9]([C:12]([O:14][CH3:15])=[O:13])[CH:10]=2)[N:5]=[CH:4][CH:3]=1.[NH2:21][C:22]1[CH:27]=[CH:26][C:25]([OH:28])=[CH:24][C:23]=1[Cl:29].[H-].[Na+].CN(C)C=O. (9) The reactants are: Cl[C:2]1[N:11]=[C:10]([N:12]2[CH2:17][CH2:16][O:15][CH2:14][CH2:13]2)[C:9]2[C:4](=[CH:5][C:6]([O:20][CH3:21])=[C:7]([O:18][CH3:19])[CH:8]=2)[N:3]=1.[C:22]([O:26][C:27]([N:29]1[CH2:34][CH2:33][CH:32]([NH2:35])[CH2:31][CH2:30]1)=[O:28])([CH3:25])([CH3:24])[CH3:23].C1(P(C2C=CC=CC=2)C2C=CC3C(=CC=CC=3)C=2C2C3C(=CC=CC=3)C=CC=2P(C2C=CC=CC=2)C2C=CC=CC=2)C=CC=CC=1.O(C(C)(C)C)[K]. Given the product [C:22]([O:26][C:27]([N:29]1[CH2:34][CH2:33][CH:32]([NH:35][C:2]2[N:11]=[C:10]([N:12]3[CH2:17][CH2:16][O:15][CH2:14][CH2:13]3)[C:9]3[C:4](=[CH:5][C:6]([O:20][CH3:21])=[C:7]([O:18][CH3:19])[CH:8]=3)[N:3]=2)[CH2:31][CH2:30]1)=[O:28])([CH3:25])([CH3:23])[CH3:24], predict the reactants needed to synthesize it.